Task: Predict which catalyst facilitates the given reaction.. Dataset: Catalyst prediction with 721,799 reactions and 888 catalyst types from USPTO (1) Reactant: [CH3:1][C:2]1[CH:7]=[CH:6][C:5]([S:8]([NH:11][C:12]2[CH:21]=[CH:20][C:15]([C:16]([O:18][CH3:19])=[O:17])=[CH:14][N:13]=2)(=[O:10])=[O:9])=[CH:4][CH:3]=1.CCN(C(C)C)C(C)C.Br[CH2:32][C:33]([NH2:35])=[O:34].O. Product: [NH2:35][C:33](=[O:34])[CH2:32][N:13]1[CH:12]([NH:11][S:8]([C:5]2[CH:4]=[CH:3][C:2]([CH3:1])=[CH:7][CH:6]=2)(=[O:9])=[O:10])[CH:21]=[CH:20][C:15]([C:16]([O:18][CH3:19])=[O:17])=[CH:14]1. The catalyst class is: 3. (2) Reactant: [CH3:1][O:2][C:3](=[O:22])[C:4]1[CH:9]=[CH:8][C:7]([S:10](Cl)(=[O:12])=[O:11])=[C:6]([O:14][CH2:15][C:16]2[CH:21]=[CH:20][CH:19]=[CH:18][CH:17]=2)[CH:5]=1.[C:23]([O:27][C:28](=[O:38])[CH2:29][C@H:30]([NH2:37])[C:31]([N:33]([O:35][CH3:36])[CH3:34])=[O:32])([CH3:26])([CH3:25])[CH3:24].N1C=CC=CC=1. Product: [CH3:1][O:2][C:3](=[O:22])[C:4]1[CH:9]=[CH:8][C:7]([S:10](=[O:12])(=[O:11])[NH:37][C@H:30]([C:31](=[O:32])[N:33]([O:35][CH3:36])[CH3:34])[CH2:29][C:28]([O:27][C:23]([CH3:24])([CH3:25])[CH3:26])=[O:38])=[C:6]([O:14][CH2:15][C:16]2[CH:21]=[CH:20][CH:19]=[CH:18][CH:17]=2)[CH:5]=1. The catalyst class is: 96. (3) Reactant: [Cl:1][C:2]1[CH:7]=[CH:6][C:5]([C:8]2[N:9]=[C:10]([N:23]3[CH2:28][CH:27]([CH3:29])[CH2:26][CH:25]([CH3:30])[CH2:24]3)[S:11][C:12]=2[C:13]2[CH:18]=[CH:17][C:16]([S:19]([NH2:22])(=[O:21])=[O:20])=[CH:15][CH:14]=2)=[CH:4][CH:3]=1. Product: [Cl:1][C:2]1[CH:7]=[CH:6][C:5]([C:8]2[N:9]=[C:10]([N:23]3[CH2:28][C@H:27]([CH3:29])[CH2:26][C@H:25]([CH3:30])[CH2:24]3)[S:11][C:12]=2[C:13]2[CH:14]=[CH:15][C:16]([S:19]([NH2:22])(=[O:20])=[O:21])=[CH:17][CH:18]=2)=[CH:4][CH:3]=1. The catalyst class is: 5. (4) Reactant: [BH4-].[Na+].[CH:3]([O:6][C:7]1[CH:12]=[CH:11][C:10]([S:13]([NH2:16])(=[O:15])=[O:14])=[CH:9][C:8]=1[N+:17]([O-])=O)([CH3:5])[CH3:4].O. Product: [NH2:17][C:8]1[CH:9]=[C:10]([S:13]([NH2:16])(=[O:14])=[O:15])[CH:11]=[CH:12][C:7]=1[O:6][CH:3]([CH3:5])[CH3:4]. The catalyst class is: 652. (5) Product: [Cl:14][C:9]1[CH:10]=[CH:11][CH:12]=[C:13]2[C:8]=1[C:7]([C:15]([NH:17][CH2:18][C:19]1([OH:27])[CH2:24][CH2:23][C:22]([F:25])([F:26])[CH2:21][CH2:20]1)=[O:16])=[CH:6][N:5]2[CH:3]1[CH2:4][N:1]([CH3:32])[CH2:2]1. The catalyst class is: 2. Reactant: [NH:1]1[CH2:4][CH:3]([N:5]2[C:13]3[C:8](=[C:9]([Cl:14])[CH:10]=[CH:11][CH:12]=3)[C:7]([C:15]([NH:17][CH2:18][C:19]3([OH:27])[CH2:24][CH2:23][C:22]([F:26])([F:25])[CH2:21][CH2:20]3)=[O:16])=[CH:6]2)[CH2:2]1.C=O.[BH-](OC(C)=O)(OC(C)=O)O[C:32](C)=O.[Na+]. (6) Reactant: C([NH:5][S:6]([C:9]1[S:10][C:11]([C:14]2[CH:19]=[C:18]([C:20]3[N:25]=[C:24]([C:26]4[CH:31]=[CH:30][C:29]([F:32])=[C:28]([F:33])[CH:27]=4)[CH:23]=[C:22]([C:34]([F:37])([F:36])[F:35])[N:21]=3)[CH:17]=[CH:16][N:15]=2)=[CH:12][CH:13]=1)(=[O:8])=[O:7])(C)(C)C.C(O)(C(F)(F)F)=O. Product: [F:33][C:28]1[CH:27]=[C:26]([C:24]2[CH:23]=[C:22]([C:34]([F:35])([F:36])[F:37])[N:21]=[C:20]([C:18]3[CH:17]=[CH:16][N:15]=[C:14]([C:11]4[S:10][C:9]([S:6]([NH2:5])(=[O:7])=[O:8])=[CH:13][CH:12]=4)[CH:19]=3)[N:25]=2)[CH:31]=[CH:30][C:29]=1[F:32]. The catalyst class is: 4.